Dataset: Reaction yield outcomes from USPTO patents with 853,638 reactions. Task: Predict the reaction yield, written as a fraction of the theoretical maximum amount of product (1.0 means a 100% yield; for example, 0.34 means a 34% yield). The reactants are S(Cl)([Cl:3])=O.O[CH2:6][CH2:7][N:8]1[C:17](=[O:18])[C:16]2[C:11](=[CH:12][CH:13]=[CH:14][CH:15]=2)[N:10]=[CH:9]1. The catalyst is O. The product is [Cl:3][CH2:6][CH2:7][N:8]1[C:17](=[O:18])[C:16]2[C:11](=[CH:12][CH:13]=[CH:14][CH:15]=2)[N:10]=[CH:9]1. The yield is 0.820.